Dataset: Forward reaction prediction with 1.9M reactions from USPTO patents (1976-2016). Task: Predict the product of the given reaction. (1) Given the reactants C([N:8]1[CH2:13][CH2:12][C:11]2([C:21]3[C:16](=[CH:17][CH:18]=[CH:19][CH:20]=3)[NH:15][C:14]2=[O:22])[CH2:10][CH2:9]1)C1C=CC=CC=1, predict the reaction product. The product is: [NH:8]1[CH2:13][CH2:12][C:11]2([C:21]3[C:16](=[CH:17][CH:18]=[CH:19][CH:20]=3)[NH:15][C:14]2=[O:22])[CH2:10][CH2:9]1. (2) Given the reactants [NH2:1][C:2]1[CH:7]=[C:6]([Cl:8])[C:5]([C:9]([N:11]2[C:19]3[CH:18]=[CH:17][N:16]=[CH:15][C:14]=3[CH:13]=[CH:12]2)=[O:10])=[C:4]([Cl:20])[CH:3]=1.[CH3:21][O:22][C:23](Cl)=[O:24].COC(=O)NC1C2C=CN(C(=O)C3C(Cl)=CC=CC=3Cl)C=2C=CN=1, predict the reaction product. The product is: [Cl:8][C:6]1[CH:7]=[C:2]([NH:1][C:23](=[O:24])[O:22][CH3:21])[CH:3]=[C:4]([Cl:20])[C:5]=1[C:9]([N:11]1[C:19]2[CH:18]=[CH:17][N:16]=[CH:15][C:14]=2[CH:13]=[CH:12]1)=[O:10]. (3) Given the reactants Cl[CH2:2][CH2:3][CH2:4][CH2:5][N:6]1[C@@H:10](/[CH:11]=[CH:12]/[CH:13]([OH:21])[CH2:14][C:15]2[CH:20]=[CH:19][CH:18]=[CH:17][CH:16]=2)[CH2:9][CH2:8][C:7]1=[O:22].[S-:23][C:24]#[N:25].[K+].O, predict the reaction product. The product is: [OH:21][CH:13]([CH2:14][C:15]1[CH:20]=[CH:19][CH:18]=[CH:17][CH:16]=1)/[CH:12]=[CH:11]/[C@H:10]1[CH2:9][CH2:8][C:7](=[O:22])[N:6]1[CH2:5][CH2:4][CH2:3][CH2:2][S:23][C:24]#[N:25]. (4) The product is: [Cl:1][C:2]1[C:3]([CH:18]([S:27]([C:30]2[CH:35]=[CH:34][C:33]([Cl:36])=[CH:32][CH:31]=2)(=[O:29])=[O:28])[C:19]2[CH:24]=[C:23]([F:25])[CH:22]=[CH:21][C:20]=2[F:26])=[CH:4][C:5]([NH:8][S:9]([CH2:12][C:13]([OH:15])=[O:14])(=[O:11])=[O:10])=[N:6][CH:7]=1. Given the reactants [Cl:1][C:2]1[C:3]([CH:18]([S:27]([C:30]2[CH:35]=[CH:34][C:33]([Cl:36])=[CH:32][CH:31]=2)(=[O:29])=[O:28])[C:19]2[CH:24]=[C:23]([F:25])[CH:22]=[CH:21][C:20]=2[F:26])=[CH:4][C:5]([NH:8][S:9]([CH2:12][C:13]([O:15]CC)=[O:14])(=[O:11])=[O:10])=[N:6][CH:7]=1.O.[OH-].[Li+].Cl.FC(F)(F)C(O)=O, predict the reaction product. (5) Given the reactants C(OC([NH:8][CH2:9][CH2:10][C:11]([NH:13][C@H:14]([C:16]([O:18][CH2:19][CH2:20][O:21][C:22]1[CH:27]=[CH:26][C:25]([C:28]2[C:33]([C:34]#[N:35])=[C:32]([S:36][CH2:37][C:38]3[N:39]=[C:40]([C:43]4[CH:48]=[CH:47][C:46]([Cl:49])=[CH:45][CH:44]=4)[S:41][CH:42]=3)[N:31]=[C:30]([N:50]3[CH2:53][CH2:52][CH2:51]3)[C:29]=2[C:54]#[N:55])=[CH:24][CH:23]=1)=[O:17])[CH3:15])=[O:12])=O)(C)(C)C.FC(F)(F)C(O)=O, predict the reaction product. The product is: [NH2:8][CH2:9][CH2:10][C:11]([NH:13][C@H:14]([C:16]([O:18][CH2:19][CH2:20][O:21][C:22]1[CH:23]=[CH:24][C:25]([C:28]2[C:33]([C:34]#[N:35])=[C:32]([S:36][CH2:37][C:38]3[N:39]=[C:40]([C:43]4[CH:44]=[CH:45][C:46]([Cl:49])=[CH:47][CH:48]=4)[S:41][CH:42]=3)[N:31]=[C:30]([N:50]3[CH2:51][CH2:52][CH2:53]3)[C:29]=2[C:54]#[N:55])=[CH:26][CH:27]=1)=[O:17])[CH3:15])=[O:12]. (6) Given the reactants [NH2:1][C:2]1[CH:7]=[CH:6][C:5]([C:8]2[CH:13]=[CH:12][C:11]([C:14]([NH:16][C:17]([CH3:23])([C:19]([O:21][CH3:22])=[O:20])[CH3:18])=[O:15])=[CH:10][CH:9]=2)=[CH:4][CH:3]=1.Cl[C:25]1[S:26][C:27]2[CH:33]=[C:32]([O:34][CH3:35])[CH:31]=[CH:30][C:28]=2[N:29]=1, predict the reaction product. The product is: [CH3:35][O:34][C:32]1[CH:31]=[CH:30][C:28]2[N:29]=[C:25]([NH:1][C:2]3[CH:3]=[CH:4][C:5]([C:8]4[CH:13]=[CH:12][C:11]([C:14]([NH:16][C:17]([CH3:23])([C:19]([O:21][CH3:22])=[O:20])[CH3:18])=[O:15])=[CH:10][CH:9]=4)=[CH:6][CH:7]=3)[S:26][C:27]=2[CH:33]=1.